From a dataset of Full USPTO retrosynthesis dataset with 1.9M reactions from patents (1976-2016). Predict the reactants needed to synthesize the given product. (1) Given the product [C:24]([C:16]1[CH:17]=[C:18]2[C:13](=[CH:14][CH:15]=1)[N:12]([CH3:19])[C:11]1[N:20]([CH3:23])[C:21](=[O:22])[C:8]([C:5]3[CH:4]=[CH:3][C:2]([F:1])=[CH:7][CH:6]=3)=[CH:9][C:10]2=1)(=[O:26])[CH3:25], predict the reactants needed to synthesize it. The reactants are: [F:1][C:2]1[CH:7]=[CH:6][C:5]([C:8]2[C:21](=[O:22])[N:20]([CH3:23])[C:11]3[N:12]([CH3:19])[C:13]4[C:18]([C:10]=3[CH:9]=2)=[CH:17][CH:16]=[CH:15][CH:14]=4)=[CH:4][CH:3]=1.[C:24](Cl)(=[O:26])[CH3:25]. (2) Given the product [C:17]([C:21]1[CH:26]=[CH:25][C:24]([S:27]([N:10]([C:11]2[CH:16]=[CH:15][CH:14]=[CH:13][CH:12]=2)[CH2:2][C:3]([N:8]([CH2:6][CH3:7])[CH3:9])=[O:4])(=[O:29])=[O:28])=[CH:23][CH:22]=1)([CH3:20])([CH3:18])[CH3:19], predict the reactants needed to synthesize it. The reactants are: Br[CH2:2][C:3](Br)=[O:4].[CH2:6]([NH:8][CH3:9])[CH3:7].[NH2:10][C:11]1[CH:16]=[CH:15][CH:14]=[CH:13][CH:12]=1.[C:17]([C:21]1[CH:26]=[CH:25][C:24]([S:27](Cl)(=[O:29])=[O:28])=[CH:23][CH:22]=1)([CH3:20])([CH3:19])[CH3:18]. (3) The reactants are: [CH3:1][O:2][C:3]([C:5]1[CH:6]=[CH:7][C:8]([C:11]([OH:13])=O)=[N:9][CH:10]=1)=[O:4].S(Cl)([Cl:16])=O. Given the product [CH3:1][O:2][C:3](=[O:4])[C:5]1[CH:6]=[CH:7][C:8]([C:11]([Cl:16])=[O:13])=[N:9][CH:10]=1, predict the reactants needed to synthesize it. (4) Given the product [CH3:14][C:5]1[CH:6]=[C:7]([CH:12]=[CH:13][C:4]=1[NH:3][CH3:1])[C:8]([O:10][CH3:11])=[O:9], predict the reactants needed to synthesize it. The reactants are: [CH:1]([NH:3][C:4]1[CH:13]=[CH:12][C:7]([C:8]([O:10][CH3:11])=[O:9])=[CH:6][C:5]=1[CH3:14])=O.CO.CO.Cl. (5) The reactants are: [H-].[Al+3].[Li+].[H-].[H-].[H-].[CH3:7][C:8]1[N:22]=[C:11]2[C:12]([CH:16]3[CH2:18][CH:17]3[CH:19]=[N:20]O)=[CH:13][CH:14]=[CH:15][N:10]2[N:9]=1.O.O.O.O.O.O.O.O.O.O.S([O-])([O-])(=O)=O.[Na+].[Na+]. Given the product [CH3:7][C:8]1[N:22]=[C:11]2[C:12]([CH:16]3[CH2:18][CH:17]3[CH2:19][NH2:20])=[CH:13][CH:14]=[CH:15][N:10]2[N:9]=1, predict the reactants needed to synthesize it.